Dataset: Forward reaction prediction with 1.9M reactions from USPTO patents (1976-2016). Task: Predict the product of the given reaction. (1) Given the reactants Br[C:2]1[CH:7]=[C:6]([C:8]([CH3:11])([CH3:10])[CH3:9])[CH:5]=[C:4]([C:12]([CH3:15])([CH3:14])[CH3:13])[CH:3]=1.[B:16]1([B:16]2[O:20][C:19]([CH3:22])([CH3:21])[C:18]([CH3:24])([CH3:23])[O:17]2)[O:20][C:19]([CH3:22])([CH3:21])[C:18]([CH3:24])([CH3:23])[O:17]1.C([O-])(=O)C.[K+].CN(C=O)C, predict the reaction product. The product is: [C:12]([C:4]1[CH:3]=[C:2]([B:16]2[O:20][C:19]([CH3:22])([CH3:21])[C:18]([CH3:24])([CH3:23])[O:17]2)[CH:7]=[C:6]([C:8]([CH3:11])([CH3:10])[CH3:9])[CH:5]=1)([CH3:15])([CH3:14])[CH3:13]. (2) The product is: [CH2:1]([O:8][C:9]1[CH:10]=[C:11]([C:16]2[C:17]([N:35]3[CH2:36][CH2:37][C:38]([CH3:42])([CH3:41])[CH2:39][CH2:40]3)=[C:18]([C@H:24]([O:30][C:31]([CH3:33])([CH3:34])[CH3:32])[C:25]([OH:27])=[O:26])[C:19]([CH3:23])=[N:20][C:21]=2[CH3:22])[CH:12]=[CH:13][C:14]=1[CH3:15])[C:2]1[CH:3]=[CH:4][CH:5]=[CH:6][CH:7]=1. Given the reactants [CH2:1]([O:8][C:9]1[CH:10]=[C:11]([C:16]2[C:17]([N:35]3[CH2:40][CH2:39][C:38]([CH3:42])([CH3:41])[CH2:37][CH2:36]3)=[C:18]([C@H:24]([O:30][C:31]([CH3:34])([CH3:33])[CH3:32])[C:25]([O:27]CC)=[O:26])[C:19]([CH3:23])=[N:20][C:21]=2[CH3:22])[CH:12]=[CH:13][C:14]=1[CH3:15])[C:2]1[CH:7]=[CH:6][CH:5]=[CH:4][CH:3]=1.[OH-].[Na+], predict the reaction product. (3) The product is: [CH:1]([O:4][C:5]1[N:10]=[CH:9][C:8]([O:11][C:12]2[CH:13]=[CH:14][C:15]([CH2:18][CH2:19][CH:20]([NH:22][C:23]([NH2:25])=[O:24])[CH3:21])=[CH:16][CH:17]=2)=[CH:7][CH:6]=1)([CH3:3])[CH3:2]. Given the reactants [CH:1]([O:4][C:5]1[N:10]=[CH:9][C:8]([O:11][C:12]2[CH:17]=[CH:16][C:15]([CH2:18][CH2:19][CH:20]([NH2:22])[CH3:21])=[CH:14][CH:13]=2)=[CH:7][CH:6]=1)([CH3:3])[CH3:2].[C:23](N1C=CN=C1)([N:25]1C=CN=C1)=[O:24], predict the reaction product. (4) The product is: [OH:9][C@H:7]1[CH2:6][N:5]([C:17]([O:19][C:20]([CH3:23])([CH3:22])[CH3:21])=[O:16])[C@H:4]([C:3]([O:2][CH3:1])=[O:10])[CH2:8]1. Given the reactants [CH3:1][O:2][C:3](=[O:10])[C@@H:4]1[CH2:8][C@@H:7]([OH:9])[CH2:6][NH:5]1.C(=O)(O)[O-].[Na+].[O:16](C(OC(C)(C)C)=O)[C:17]([O:19][C:20]([CH3:23])([CH3:22])[CH3:21])=O, predict the reaction product. (5) Given the reactants [CH:1]1([N:5]2[C:13]3[C:8](=[CH:9][CH:10]=[C:11]([CH:14]4[CH2:16][CH2:15]4)[CH:12]=3)[C:7]([C:17]#[N:18])=[CH:6]2)[CH2:4][CH2:3][CH2:2]1.[B:19](OC(C)C)([O:24]C(C)C)[O:20]C(C)C.[Li+].CC([N-]C(C)C)C, predict the reaction product. The product is: [C:17]([C:7]1[C:8]2[C:13](=[CH:12][C:11]([CH:14]3[CH2:16][CH2:15]3)=[CH:10][CH:9]=2)[N:5]([CH:1]2[CH2:4][CH2:3][CH2:2]2)[C:6]=1[B:19]([OH:24])[OH:20])#[N:18]. (6) Given the reactants [C:1]([O:5][C:6]([N:8]1[CH2:20][C@@H:19]([CH3:21])[N:18]2[C@H:10]([CH2:11][C:12]3[C:17]2=[N:16][C:15]([O:22][CH3:23])=[CH:14][CH:13]=3)[CH2:9]1)=[O:7])([CH3:4])([CH3:3])[CH3:2].[Cl:24]N1C(=O)CCC1=O, predict the reaction product. The product is: [C:1]([O:5][C:6]([N:8]1[CH2:20][C@@H:19]([CH3:21])[N:18]2[C@H:10]([CH2:11][C:12]3[C:17]2=[N:16][C:15]([O:22][CH3:23])=[C:14]([Cl:24])[CH:13]=3)[CH2:9]1)=[O:7])([CH3:3])([CH3:4])[CH3:2]. (7) The product is: [C:22]([N:16]1[C:15](=[O:26])[C:14]2[N:8]3[CH2:7][CH2:6][C:5]4[CH:4]=[C:3]([O:32][CH3:33])[C:2]([C:36]5[CH:35]=[N:34][CH:39]=[CH:38][CH:37]=5)=[CH:11][C:10]=4[C:9]3=[C:12]([C:27]3[S:31][CH:30]=[N:29][CH:28]=3)[C:13]=2[CH2:21][O:20][CH2:19][CH2:18][CH2:17]1)([CH3:25])([CH3:23])[CH3:24]. Given the reactants Br[C:2]1[C:3]([O:32][CH3:33])=[CH:4][C:5]2[CH2:6][CH2:7][N:8]3[C:14]4[C:15](=[O:26])[N:16]([C:22]([CH3:25])([CH3:24])[CH3:23])[CH2:17][CH2:18][CH2:19][O:20][CH2:21][C:13]=4[C:12]([C:27]4[S:31][CH:30]=[N:29][CH:28]=4)=[C:9]3[C:10]=2[CH:11]=1.[N:34]1[CH:39]=[CH:38][CH:37]=[C:36](B(O)O)[CH:35]=1.C([O-])([O-])=O.[K+].[K+].C(COC)OC, predict the reaction product.